The task is: Predict the reactants needed to synthesize the given product.. This data is from Full USPTO retrosynthesis dataset with 1.9M reactions from patents (1976-2016). (1) Given the product [N:1]1[C:10]2[C:5](=[CH:6][CH:7]=[CH:8][C:9]=2[CH:11]([NH:14][C:13](=[O:20])[O:15][C:16]([CH3:19])([CH3:18])[CH3:17])[S:27]([C:24]2[CH:25]=[CH:26][C:21]([CH3:31])=[CH:22][CH:23]=2)(=[O:29])=[O:28])[CH:4]=[CH:3][CH:2]=1, predict the reactants needed to synthesize it. The reactants are: [N:1]1[C:10]2[C:5](=[CH:6][CH:7]=[CH:8][C:9]=2[CH:11]=O)[CH:4]=[CH:3][CH:2]=1.[C:13](=[O:20])([O:15][C:16]([CH3:19])([CH3:18])[CH3:17])[NH2:14].[C:21]1([CH3:31])[CH:26]=[CH:25][C:24]([S:27]([O-])(=[O:29])=[O:28])=[CH:23][CH:22]=1.[Na+].Cl[Si](C)(C)C. (2) Given the product [CH3:1][O:2][C:3]([CH:5]([CH:12]1[NH:17][CH2:16][CH2:15][CH2:14][CH2:13]1)[C:6]1[CH:11]=[CH:10][CH:9]=[CH:8][CH:7]=1)=[O:4], predict the reactants needed to synthesize it. The reactants are: [CH3:1][O:2][C:3]([CH:5]([CH:12]1[NH:17][CH2:16][CH2:15][CH2:14][CH2:13]1)[C:6]1[CH:7]=[CH:8][CH:9]=[CH:10][CH:11]=1)=[O:4].Cl. (3) Given the product [CH3:41][O:40][C:36]1[CH:35]=[C:34]([CH2:33][C:32]([N:1]2[C:9]3[C:4](=[CH:5][CH:6]=[CH:7][C:8]=3[CH2:10][CH2:11][C:12]3[CH:21]=[CH:20][C:15]([C:16]([O:18][CH3:19])=[O:17])=[CH:14][CH:13]=3)[CH2:3][CH2:2]2)=[O:42])[CH:39]=[CH:38][CH:37]=1, predict the reactants needed to synthesize it. The reactants are: [NH:1]1[C:9]2[C:4](=[CH:5][CH:6]=[CH:7][C:8]=2[CH2:10][CH2:11][C:12]2[CH:21]=[CH:20][C:15]([C:16]([O:18][CH3:19])=[O:17])=[CH:14][CH:13]=2)[CH2:3][CH2:2]1.BrC1C=CC=C2C=1N([C:32](=[O:42])[CH2:33][C:34]1[CH:39]=[CH:38][CH:37]=[C:36]([O:40][CH3:41])[CH:35]=1)CC2.C(C1C=CC(C(OC)=O)=CC=1)=C. (4) Given the product [F:7][C:8]1[CH:16]=[C:15]2[C:11](=[CH:10][CH:9]=1)[C:12]([CH2:17][CH2:18][NH2:19])=[CH:13][NH:14]2, predict the reactants needed to synthesize it. The reactants are: [H-].[Li+].[Al+3].[H-].[H-].[H-].[F:7][C:8]1[CH:16]=[C:15]2[C:11]([C:12](/[CH:17]=[CH:18]/[N+:19]([O-])=O)=[CH:13][NH:14]2)=[CH:10][CH:9]=1.C(OCC)(=O)C. (5) Given the product [O:8]1[C:3]2[CH:4]=[CH:5][CH:6]=[CH:7][C:2]=2[NH:1][C:16](=[O:17])[CH2:15]1, predict the reactants needed to synthesize it. The reactants are: [NH2:1][C:2]1[CH:7]=[CH:6][CH:5]=[CH:4][C:3]=1[OH:8].C([O-])(O)=O.[Na+].Cl[CH2:15][C:16](Cl)=[O:17]. (6) Given the product [CH3:1][O:2][C:3]1[C:12]([O:13][CH3:14])=[CH:11][CH:10]=[C:9]2[C:4]=1[C:5]([O:15][C:16]1[CH:17]=[CH:18][C:19]([NH:22][C:31]([C:29]3[C:28](=[O:34])[N:27]([C:35]4[CH:40]=[CH:39][C:38]([F:41])=[CH:37][CH:36]=4)[C:26](=[O:42])[N:25]([CH2:23][CH3:24])[CH:30]=3)=[O:32])=[CH:20][CH:21]=1)=[CH:6][CH:7]=[N:8]2, predict the reactants needed to synthesize it. The reactants are: [CH3:1][O:2][C:3]1[C:12]([O:13][CH3:14])=[CH:11][CH:10]=[C:9]2[C:4]=1[C:5]([O:15][C:16]1[CH:21]=[CH:20][C:19]([NH2:22])=[CH:18][CH:17]=1)=[CH:6][CH:7]=[N:8]2.[CH2:23]([N:25]1[CH:30]=[C:29]([C:31](O)=[O:32])[C:28](=[O:34])[N:27]([C:35]2[CH:40]=[CH:39][C:38]([F:41])=[CH:37][CH:36]=2)[C:26]1=[O:42])[CH3:24].